This data is from Catalyst prediction with 721,799 reactions and 888 catalyst types from USPTO. The task is: Predict which catalyst facilitates the given reaction. (1) Reactant: [N:1]1([C:7]([O:9][C:10]([CH3:13])([CH3:12])[CH3:11])=[O:8])[CH2:6][CH2:5][NH:4][CH2:3][CH2:2]1.C(Cl)Cl.C(N(CC)CC)C.[S:24]1[CH:28]=[CH:27][CH:26]=[C:25]1[S:29](Cl)(=[O:31])=[O:30]. Product: [S:24]1[CH:28]=[CH:27][CH:26]=[C:25]1[S:29]([N:4]1[CH2:5][CH2:6][N:1]([C:7]([O:9][C:10]([CH3:13])([CH3:12])[CH3:11])=[O:8])[CH2:2][CH2:3]1)(=[O:31])=[O:30]. The catalyst class is: 6. (2) The catalyst class is: 43. Reactant: [ClH:1].[CH2:2]([O:4][C:5]1[CH:6]=[C:7]([C@@H:13]2[C@H:18]([NH:19][C@@H](C3C=CC=CC=3)C)[CH2:17][CH2:16][S:15][CH2:14]2)[CH:8]=[CH:9][C:10]=1[O:11][CH3:12])[CH3:3].[H][H]. Product: [ClH:1].[CH2:2]([O:4][C:5]1[CH:6]=[C:7]([C@@H:13]2[C@H:18]([NH2:19])[CH2:17][CH2:16][S:15][CH2:14]2)[CH:8]=[CH:9][C:10]=1[O:11][CH3:12])[CH3:3].